From a dataset of Catalyst prediction with 721,799 reactions and 888 catalyst types from USPTO. Predict which catalyst facilitates the given reaction. (1) Reactant: [Cl:1][C:2]1[CH:30]=[CH:29][CH:28]=[CH:27][C:3]=1[O:4][CH2:5][C:6]1[CH:11]=[CH:10][CH:9]=[C:8]([O:12][CH2:13][CH:14]2[CH2:19][CH2:18][N:17](C(OC(C)(C)C)=O)[CH2:16][CH2:15]2)[CH:7]=1.Cl. Product: [ClH:1].[Cl:1][C:2]1[CH:30]=[CH:29][CH:28]=[CH:27][C:3]=1[O:4][CH2:5][C:6]1[CH:11]=[CH:10][CH:9]=[C:8]([O:12][CH2:13][CH:14]2[CH2:15][CH2:16][NH:17][CH2:18][CH2:19]2)[CH:7]=1. The catalyst class is: 135. (2) Product: [N:33]([CH2:6][CH2:7][C@H:8]1[O:14][C@H:13]([C:15]2[CH:20]=[CH:19][CH:18]=[C:17]([O:21][CH3:22])[C:16]=2[O:23][CH3:24])[C:12]2[CH:25]=[C:26]([Cl:29])[CH:27]=[CH:28][C:11]=2[N:10]2[CH:30]=[CH:31][CH:32]=[C:9]12)=[N+:34]=[N-:35]. Reactant: CS(O[CH2:6][CH2:7][C@H:8]1[O:14][C@H:13]([C:15]2[CH:20]=[CH:19][CH:18]=[C:17]([O:21][CH3:22])[C:16]=2[O:23][CH3:24])[C:12]2[CH:25]=[C:26]([Cl:29])[CH:27]=[CH:28][C:11]=2[N:10]2[CH:30]=[CH:31][CH:32]=[C:9]12)(=O)=O.[N-:33]=[N+:34]=[N-:35].[Na+]. The catalyst class is: 35. (3) Reactant: Cl[C:2]1[CH:3]=[C:4]([C:9]2[N:13]3[C:14]4[N:22]=[C:21]([O:23][CH3:24])[CH:20]=[CH:19][C:15]=4[N:16]=[C:17]([CH3:18])[C:12]3=[C:11]([CH3:25])[N:10]=2)[CH:5]=[C:6](Cl)[CH:7]=1.[C:26](C1C=C(B(O)O)C=CC=1)#[N:27].C([O-])([O-])=O.[K+].[K+]. The catalyst class is: 73. Product: [CH3:24][O:23][C:21]1[CH:20]=[CH:19][C:15]2[N:16]=[C:17]([CH3:18])[C:12]3[N:13]([C:9]([C:4]4[CH:3]=[C:2]([CH:7]=[CH:6][CH:5]=4)[C:26]#[N:27])=[N:10][C:11]=3[CH3:25])[C:14]=2[N:22]=1. (4) Reactant: [F:1][C:2]([F:7])([F:6])[C:3]([OH:5])=[O:4].[CH3:8][N:9]1[CH:13]([C:14]([O:16]C(C)(C)C)=[O:15])[CH2:12][N:11]([C:21]2[N:22]=[CH:23][N:24]([CH3:26])[CH:25]=2)[C:10]1=[O:27]. Product: [F:1][C:2]([F:7])([F:6])[C:3]([OH:5])=[O:4].[CH3:8][N:9]1[CH:13]([C:14]([OH:16])=[O:15])[CH2:12][N:11]([C:21]2[N:22]=[CH:23][N:24]([CH3:26])[CH:25]=2)[C:10]1=[O:27]. The catalyst class is: 2. (5) Product: [C:1]([O:4][CH2:5][C:6]1[N:8]([C:9]2[CH:14]=[CH:13][C:12]([C:15]#[N:16])=[C:11]([C:17]([F:20])([F:19])[F:18])[C:10]=2[CH3:21])[N:61]=[N:60][N:59]=1)(=[O:3])[CH3:2]. The catalyst class is: 7. Reactant: [C:1]([O:4][CH2:5][C:6]([NH:8][C:9]1[CH:14]=[CH:13][C:12]([C:15]#[N:16])=[C:11]([C:17]([F:20])([F:19])[F:18])[C:10]=1[CH3:21])=O)(=[O:3])[CH3:2].C1(P(C2C=CC=CC=2)C2C=CC=CC=2)C=CC=CC=1.CC(OC(/N=N/C(OC(C)C)=O)=O)C.C[Si]([N:59]=[N+:60]=[N-:61])(C)C. (6) Reactant: Br[C:2]1[C:3]([C:13]#[N:14])=[N:4][C:5]2[C:10]([N:11]=1)=[CH:9][CH:8]=[C:7]([Cl:12])[CH:6]=2.[As](C1C=CC=CC=1)(C1C=CC=CC=1)C1C=CC=CC=1.[CH2:34]([Sn](CCCC)(CCCC)CCCC)[C:35]1[CH:40]=[CH:39][CH:38]=[CH:37][CH:36]=1. Product: [CH2:34]([C:2]1[C:3]([C:13]#[N:14])=[N:4][C:5]2[C:10]([N:11]=1)=[CH:9][CH:8]=[C:7]([Cl:12])[CH:6]=2)[C:35]1[CH:40]=[CH:39][CH:38]=[CH:37][CH:36]=1. The catalyst class is: 533. (7) Reactant: [Br:1][C:2]1[CH:11]=[CH:10][C:5]([C:6]([O:8]C)=[O:7])=[C:4]([CH:12]([CH3:14])[CH3:13])[CH:3]=1.O.[OH-].[Li+].O1CCOCC1.Cl. Product: [Br:1][C:2]1[CH:11]=[CH:10][C:5]([C:6]([OH:8])=[O:7])=[C:4]([CH:12]([CH3:14])[CH3:13])[CH:3]=1. The catalyst class is: 6. (8) Reactant: [Cl:1][C:2]1[N:10]=[C:9]2[C:5]([NH:6][CH:7]=[N:8]2)=[C:4]([Cl:11])[N:3]=1.C1(P([C:25]2[CH:30]=[CH:29]C=CC=2)C2C=CC=CC=2)C=CC=CC=1.C1(O)CC1.CC(OC(/N=N/C(OC(C)C)=O)=O)C. Product: [Cl:1][C:2]1[N:10]=[C:9]2[C:5]([N:6]=[CH:7][N:8]2[CH:29]2[CH2:30][CH2:25]2)=[C:4]([Cl:11])[N:3]=1. The catalyst class is: 7.